This data is from Forward reaction prediction with 1.9M reactions from USPTO patents (1976-2016). The task is: Predict the product of the given reaction. (1) Given the reactants [N:1]1([CH2:6][C:7]2[CH:12]=[CH:11][CH:10]=[C:9]([NH:13]C(OC(C)(C)C)=O)[CH:8]=2)[CH:5]=[CH:4][N:3]=[CH:2]1.OS(O)(=O)=O.[CH3:26]O, predict the reaction product. The product is: [NH2:13][C:9]1[CH:8]=[C:7]([CH2:6][N:1]2[C:5]([CH3:26])=[CH:4][N:3]=[CH:2]2)[CH:12]=[CH:11][CH:10]=1. (2) Given the reactants [C:1]1([CH:7]([C:18]2[CH:23]=[CH:22][CH:21]=[CH:20][CH:19]=2)[N:8]2[CH2:12][CH2:11][C@H:10](OS(C)(=O)=O)[CH2:9]2)[CH:6]=[CH:5][CH:4]=[CH:3][CH:2]=1.C(=O)([O-])O.[Na+].C1(C)C=CC=CC=1.[C:36](#[N:38])C, predict the reaction product. The product is: [C:36]([C@@H:10]1[CH2:11][CH2:12][N:8]([CH:7]([C:18]2[CH:23]=[CH:22][CH:21]=[CH:20][CH:19]=2)[C:1]2[CH:6]=[CH:5][CH:4]=[CH:3][CH:2]=2)[CH2:9]1)#[N:38]. (3) Given the reactants O[CH:2]([C:11]1[CH:16]=[CH:15][CH:14]=[CH:13][C:12]=1[C:17]([F:20])([F:19])[F:18])[CH:3]1[O:7][C:6](=[O:8])[CH:5]=[C:4]1[O:9][CH3:10].[Br:21]Br, predict the reaction product. The product is: [Br:21][C:5]1[C:6](=[O:8])[O:7]/[C:3](=[CH:2]\[C:11]2[CH:16]=[CH:15][CH:14]=[CH:13][C:12]=2[C:17]([F:20])([F:19])[F:18])/[C:4]=1[O:9][CH3:10]. (4) Given the reactants Cl.[CH3:2][O:3][C:4]([C:6]1[C:10]([NH2:11])=[CH:9][S:8][CH:7]=1)=[O:5].C(N(CC)CC)C.[Cl:19][C:20]1[CH:32]=[CH:31][CH:30]=[CH:29][C:21]=1[O:22][CH2:23][CH2:24][CH2:25][C:26](Cl)=[O:27], predict the reaction product. The product is: [CH3:2][O:3][C:4]([C:6]1[C:10]([NH:11][C:26](=[O:27])[CH2:25][CH2:24][CH2:23][O:22][C:21]2[CH:29]=[CH:30][CH:31]=[CH:32][C:20]=2[Cl:19])=[CH:9][S:8][CH:7]=1)=[O:5]. (5) Given the reactants O.[OH:2][CH2:3][C:4]1([CH2:17][OH:18])[C:16]2[CH:15]=[CH:14][CH:13]=[CH:12][C:11]=2[C:10]2[C:5]1=[CH:6][CH:7]=[CH:8][CH:9]=2.[CH3:19]I.[H-].[Na+], predict the reaction product. The product is: [CH3:19][O:2][CH2:3][C:4]1([CH2:17][OH:18])[C:16]2[CH:15]=[CH:14][CH:13]=[CH:12][C:11]=2[C:10]2[C:5]1=[CH:6][CH:7]=[CH:8][CH:9]=2. (6) Given the reactants CC(OC(/N=N/C(OC(C)C)=O)=O)C.[Br:15][C:16]1[CH:17]=[CH:18][C:19]([OH:26])=[C:20]([CH:25]=1)[C:21]([O:23][CH3:24])=[O:22].O[CH2:28][CH2:29][NH:30][C:31](=[O:37])[O:32][C:33]([CH3:36])([CH3:35])[CH3:34].C1(P(C2C=CC=CC=2)C2C=CC=CC=2)C=CC=CC=1, predict the reaction product. The product is: [Br:15][C:16]1[CH:17]=[CH:18][C:19]([O:26][CH2:28][CH2:29][NH:30][C:31]([O:32][C:33]([CH3:36])([CH3:35])[CH3:34])=[O:37])=[C:20]([CH:25]=1)[C:21]([O:23][CH3:24])=[O:22].